Dataset: Full USPTO retrosynthesis dataset with 1.9M reactions from patents (1976-2016). Task: Predict the reactants needed to synthesize the given product. Given the product [CH:12]1[C:13]([N+:16]([O-:18])=[O:17])=[CH:14][CH:15]=[C:10]([OH:9])[CH:11]=1, predict the reactants needed to synthesize it. The reactants are: C1C(C([O:9][C:10]2[CH:15]=[CH:14][C:13]([N+:16]([O-:18])=[O:17])=[CH:12][CH:11]=2)=O)=CC=C(N=C(N)N)C=1.Cl.